Dataset: Catalyst prediction with 721,799 reactions and 888 catalyst types from USPTO. Task: Predict which catalyst facilitates the given reaction. (1) Reactant: C([O:3][C:4](=[O:28])[CH2:5][CH2:6][CH2:7][O:8][C:9]1[CH:14]=[CH:13][C:12]([C:15]2[CH:20]=[CH:19][CH:18]=[C:17]([O:21][C:22]3[CH:27]=[CH:26][CH:25]=[CH:24][CH:23]=3)[N:16]=2)=[CH:11][CH:10]=1)C. Product: [O:21]([C:17]1[N:16]=[C:15]([C:12]2[CH:11]=[CH:10][C:9]([O:8][CH2:7][CH2:6][CH2:5][C:4]([OH:28])=[O:3])=[CH:14][CH:13]=2)[CH:20]=[CH:19][CH:18]=1)[C:22]1[CH:23]=[CH:24][CH:25]=[CH:26][CH:27]=1. The catalyst class is: 702. (2) Reactant: [CH2:1]([O:3][C:4]([C@H:6]1[O:8][C@@H:7]1[C:9]([OH:11])=O)=[O:5])[CH3:2].ON1C(=O)CCC1=O.C1(N=C=NC2CCCCC2)CCCCC1.[NH2:35][C@@H:36]([CH2:45][CH:46]([CH3:48])[CH3:47])[C@@H:37]([C:39]1[CH:44]=[CH:43][CH:42]=[CH:41][CH:40]=1)[OH:38]. Product: [OH:38][C@@H:37]([C@@H:36]([NH:35][C:9]([C@H:7]1[O:8][C@@H:6]1[C:4]([O:3][CH2:1][CH3:2])=[O:5])=[O:11])[CH2:45][CH:46]([CH3:47])[CH3:48])[C:39]1[CH:44]=[CH:43][CH:42]=[CH:41][CH:40]=1. The catalyst class is: 13. (3) Reactant: [CH:1]1[CH:9]=[C:8](Cl)[C:7]2[C:3](=[N:4][O:5][N:6]=2)[C:2]=1[N+:11]([O-:13])=[O:12].P([O-])([O-])([O-])=O.[Na+].[Na+].[Na+].[NH:22]1[CH2:27][CH2:26][O:25][CH2:24][CH2:23]1. Product: [O:25]1[CH2:26][CH2:27][N:22]([C:8]2[C:7]3[C:3](=[N:4][O:5][N:6]=3)[C:2]([N+:11]([O-:13])=[O:12])=[CH:1][CH:9]=2)[CH2:23][CH2:24]1. The catalyst class is: 8. (4) The catalyst class is: 8. Reactant: [Br:1][C:2]1[CH:3]=[C:4](/[CH:9]=[CH:10]/[C:11]#[N:12])[CH:5]=[CH:6][C:7]=1[F:8].[BH4-].[Na+].O. Product: [Br:1][C:2]1[CH:3]=[C:4]([CH2:9][CH2:10][C:11]#[N:12])[CH:5]=[CH:6][C:7]=1[F:8]. (5) Reactant: [NH2:1][CH2:2][CH2:3][CH2:4][NH:5][C:6]1[CH:7]=[C:8]([CH:13]=[CH:14][C:15]=1[N+:16]([O-:18])=[O:17])[C:9]([O:11][CH3:12])=[O:10].[C:19](O[C:19]([O:21][C:22]([CH3:25])([CH3:24])[CH3:23])=[O:20])([O:21][C:22]([CH3:25])([CH3:24])[CH3:23])=[O:20]. Product: [C:22]([O:21][C:19]([NH:1][CH2:2][CH2:3][CH2:4][NH:5][C:6]1[CH:7]=[C:8]([CH:13]=[CH:14][C:15]=1[N+:16]([O-:18])=[O:17])[C:9]([O:11][CH3:12])=[O:10])=[O:20])([CH3:25])([CH3:24])[CH3:23]. The catalyst class is: 2. (6) Reactant: [NH:1]1[CH:5]=[N:4][CH:3]=[N:2]1.S(Cl)(Cl)=O.[F:10][C:11]1[CH:16]=[CH:15][C:14]([CH:17]2[CH2:26][CH:25](O)[C:24]3[C:19](=[CH:20][CH:21]=[CH:22][CH:23]=3)[NH:18]2)=[CH:13][CH:12]=1. Product: [F:10][C:11]1[CH:12]=[CH:13][C:14]([CH:17]2[CH2:26][CH:25]([N:1]3[CH:5]=[N:4][CH:3]=[N:2]3)[C:24]3[C:19](=[CH:20][CH:21]=[CH:22][CH:23]=3)[NH:18]2)=[CH:15][CH:16]=1. The catalyst class is: 10. (7) Reactant: Br[CH:2]1[C:7](=O)[CH2:6][CH2:5][CH:4]([C:9]([O:11][CH2:12][CH3:13])=[O:10])[CH2:3]1.[CH3:14][C:15]1[NH:16][CH:17]=[C:18]([C:20](=[S:22])[NH2:21])[N:19]=1. Product: [CH3:14][C:15]1[NH:16][CH:17]=[C:18]([C:20]2[S:22][C:2]3[CH2:3][CH:4]([C:9]([O:11][CH2:12][CH3:13])=[O:10])[CH2:5][CH2:6][C:7]=3[N:21]=2)[N:19]=1. The catalyst class is: 14.